This data is from NCI-60 drug combinations with 297,098 pairs across 59 cell lines. The task is: Regression. Given two drug SMILES strings and cell line genomic features, predict the synergy score measuring deviation from expected non-interaction effect. (1) Drug 1: CCC(=C(C1=CC=CC=C1)C2=CC=C(C=C2)OCCN(C)C)C3=CC=CC=C3.C(C(=O)O)C(CC(=O)O)(C(=O)O)O. Drug 2: C1C(C(OC1N2C=NC(=NC2=O)N)CO)O. Cell line: A549. Synergy scores: CSS=-0.647, Synergy_ZIP=-0.421, Synergy_Bliss=0.511, Synergy_Loewe=-1.05, Synergy_HSA=-0.928. (2) Drug 1: CC1CCC2CC(C(=CC=CC=CC(CC(C(=O)C(C(C(=CC(C(=O)CC(OC(=O)C3CCCCN3C(=O)C(=O)C1(O2)O)C(C)CC4CCC(C(C4)OC)OCCO)C)C)O)OC)C)C)C)OC. Drug 2: C1=CN(C=N1)CC(O)(P(=O)(O)O)P(=O)(O)O. Cell line: TK-10. Synergy scores: CSS=13.6, Synergy_ZIP=-4.10, Synergy_Bliss=-0.490, Synergy_Loewe=-7.94, Synergy_HSA=0.000812. (3) Drug 1: CC(C1=C(C=CC(=C1Cl)F)Cl)OC2=C(N=CC(=C2)C3=CN(N=C3)C4CCNCC4)N. Drug 2: CC12CCC3C(C1CCC2O)C(CC4=C3C=CC(=C4)O)CCCCCCCCCS(=O)CCCC(C(F)(F)F)(F)F. Cell line: NCI-H322M. Synergy scores: CSS=9.25, Synergy_ZIP=4.89, Synergy_Bliss=9.14, Synergy_Loewe=7.79, Synergy_HSA=6.66. (4) Synergy scores: CSS=25.7, Synergy_ZIP=3.39, Synergy_Bliss=3.95, Synergy_Loewe=-31.3, Synergy_HSA=4.20. Drug 1: CC12CCC3C(C1CCC2=O)CC(=C)C4=CC(=O)C=CC34C. Cell line: NCI-H522. Drug 2: CC1=CC2C(CCC3(C2CCC3(C(=O)C)OC(=O)C)C)C4(C1=CC(=O)CC4)C. (5) Drug 1: CNC(=O)C1=CC=CC=C1SC2=CC3=C(C=C2)C(=NN3)C=CC4=CC=CC=N4. Drug 2: C1CCC(C(C1)N)N.C(=O)(C(=O)[O-])[O-].[Pt+4]. Cell line: MDA-MB-231. Synergy scores: CSS=6.66, Synergy_ZIP=-0.142, Synergy_Bliss=2.91, Synergy_Loewe=-3.11, Synergy_HSA=-0.269.